Task: Predict the reactants needed to synthesize the given product.. Dataset: Full USPTO retrosynthesis dataset with 1.9M reactions from patents (1976-2016) (1) Given the product [F:33][C:34]([F:39])([F:38])[C:35]([O-:37])=[O:36].[CH2:1]([O:3][C:4](=[O:32])[CH2:5][NH:6][C:7]([O:9][CH2:10][CH2:11][O:12][CH2:13][CH2:14][NH:15][C:16]([O:18][CH2:19][CH2:20][O:21][CH2:22][CH2:23][NH2:24])=[O:17])=[O:8])[CH3:2], predict the reactants needed to synthesize it. The reactants are: [CH2:1]([O:3][C:4](=[O:32])[CH2:5][NH:6][C:7]([O:9][CH2:10][CH2:11][O:12][CH2:13][CH2:14][NH:15][C:16]([O:18][CH2:19][CH2:20][O:21][CH2:22][CH2:23][NH:24]C(OC(C)(C)C)=O)=[O:17])=[O:8])[CH3:2].[F:33][C:34]([F:39])([F:38])[C:35]([OH:37])=[O:36]. (2) Given the product [CH3:1][O:2][C:3]1[CH:4]=[C:5]([N:9]2[CH:45]=[C:46]([C:40]([OH:39])=[O:47])[N:11]=[C:10]2[C:12]2[CH:13]=[CH:14][C:15]([CH3:18])=[CH:16][CH:17]=2)[CH:6]=[CH:7][CH:8]=1, predict the reactants needed to synthesize it. The reactants are: [CH3:1][O:2][C:3]1[CH:4]=[C:5]([NH:9][C:10]([C:12]2[CH:17]=[CH:16][C:15]([CH3:18])=[CH:14][CH:13]=2)=[NH:11])[CH:6]=[CH:7][CH:8]=1.C[Si]([N-][Si](C)(C)C)(C)C.[Na+].C1(C)C=CC(C#N)=CC=1.C[O:39][C:40]1C=C(C=[CH:45][CH:46]=1)N.[O:47]1CCCC1. (3) Given the product [F:1][C:2]1[CH:7]=[CH:6][C:5]([C@@:8]23[C:17](=[O:18])[CH2:16][CH2:15][CH2:14][C@H:13]2[C@H:12]([CH3:19])[C:11]2([O:20][CH2:21][CH2:22][O:23]2)[CH2:10][CH2:9]3)=[CH:4][CH:3]=1, predict the reactants needed to synthesize it. The reactants are: [F:1][C:2]1[CH:7]=[CH:6][C:5]([C@@:8]23[C@@H:17]([OH:18])[CH2:16][CH2:15][CH2:14][C@H:13]2[C@H:12]([CH3:19])[C:11]2([O:23][CH2:22][CH2:21][O:20]2)[CH2:10][CH2:9]3)=[CH:4][CH:3]=1.[Cr](O[Cr]([O-])(=O)=O)([O-])(=O)=O.[NH+]1C=CC=CC=1.[NH+]1C=CC=CC=1.S([O-])([O-])(=O)=O.[Mg+2]. (4) Given the product [Br:8][C:6]1[CH:7]=[C:2]([NH:17][C:14]2[CH:15]=[CH:16][N:12]([CH3:11])[N:13]=2)[C:3](=[O:10])[N:4]([CH3:9])[CH:5]=1, predict the reactants needed to synthesize it. The reactants are: Br[C:2]1[C:3](=[O:10])[N:4]([CH3:9])[CH:5]=[C:6]([Br:8])[CH:7]=1.[CH3:11][N:12]1[CH:16]=[CH:15][C:14]([NH2:17])=[N:13]1.C1(P(C2C=CC3C(=CC=CC=3)C=2C2C3C(=CC=CC=3)C=CC=2)C2C=CC=CC=2)C=CC=CC=1.C(=O)([O-])[O-].[Cs+].[Cs+]. (5) Given the product [F:1][C:2]1[CH:7]=[CH:6][C:5]([CH2:8][C:9]#[C:10][Si:11]([CH3:13])([CH3:12])[CH3:14])=[CH:4][CH:3]=1.[F:21][C:22]1[CH:27]=[CH:26][CH:25]=[C:24]([F:28])[C:23]=1[CH:29]([CH:8]([C:5]1[CH:6]=[CH:7][C:2]([F:1])=[CH:3][CH:4]=1)[C:9]#[C:10][Si:11]([CH3:12])([CH3:14])[CH3:13])[CH2:30][C:31]([O:33][CH2:34][CH3:35])=[O:32].[F:21][C:22]1[CH:27]=[CH:26][CH:25]=[C:24]([F:28])[C:23]=1[CH:29]([CH:8]([C:5]1[CH:6]=[CH:7][C:2]([F:1])=[CH:3][CH:4]=1)[C:9]#[CH:10])[CH2:30][C:31]([O:33][CH2:34][CH3:35])=[O:32], predict the reactants needed to synthesize it. The reactants are: [F:1][C:2]1[CH:7]=[CH:6][C:5]([CH2:8][C:9]#[C:10][Si:11]([CH3:14])([CH3:13])[CH3:12])=[CH:4][CH:3]=1.CC(C)([O-])C.[K+].[F:21][C:22]1[CH:27]=[CH:26][CH:25]=[C:24]([F:28])[C:23]=1/[CH:29]=[CH:30]/[C:31]([O:33][CH2:34][CH3:35])=[O:32].Cl. (6) Given the product [CH3:21][O:20][C:14]1[CH:13]=[C:12]([NH:11][C:4]2[C:5]3[N:10]=[CH:9][S:8][C:6]=3[N:7]=[C:2]([N:22]3[CH2:27][CH2:26][CH:25]([C:28]([O:30][CH3:31])=[O:29])[CH2:24][CH2:23]3)[N:3]=2)[CH:17]=[CH:16][C:15]=1[O:18][CH3:19], predict the reactants needed to synthesize it. The reactants are: Cl[C:2]1[N:3]=[C:4]([NH:11][C:12]2[CH:17]=[CH:16][C:15]([O:18][CH3:19])=[C:14]([O:20][CH3:21])[CH:13]=2)[C:5]2[N:10]=[CH:9][S:8][C:6]=2[N:7]=1.[NH:22]1[CH2:27][CH2:26][CH:25]([C:28]([O:30][CH3:31])=[O:29])[CH2:24][CH2:23]1.C([O-])([O-])=O.[Cs+].[Cs+].CC(C1C=C(C(C)C)C(C2C=CC=CC=2P(C2CCCCC2)C2CCCCC2)=C(C(C)C)C=1)C.